Dataset: Forward reaction prediction with 1.9M reactions from USPTO patents (1976-2016). Task: Predict the product of the given reaction. (1) Given the reactants Cl[C:2]1[C:3]2[CH:10]=[C:9]([C:11]3[CH:16]=[CH:15][C:14]([O:17][CH3:18])=[CH:13][CH:12]=3)[NH:8][C:4]=2[N:5]=[CH:6][N:7]=1.[Br-].[C:20](=[O:23])([O-])[O-].[Cs+].[Cs+], predict the reaction product. The product is: [CH:9]([N:8]1[C:4]2[N:5]=[CH:6][N:7]=[C:2]([N:5]3[CH2:6][CH2:20][O:23][CH2:3][CH2:4]3)[C:3]=2[CH:10]=[C:9]1[C:11]1[CH:16]=[CH:15][C:14]([O:17][CH3:18])=[CH:13][CH:12]=1)([CH3:11])[CH3:10]. (2) Given the reactants [ClH:1].Cl.[CH2:3]1[N:8]([CH2:9][CH2:10][CH2:11][C:12]([NH:14][C:15]2[CH:20]=[C:19]([O:21][CH3:22])[C:18]([O:23][CH3:24])=[C:17]([O:25][CH3:26])[CH:16]=2)=O)[CH2:7][CH2:6][N:5]2[CH2:27][CH2:28][CH2:29][CH2:30][CH:4]12.B, predict the reaction product. The product is: [ClH:1].[ClH:1].[ClH:1].[ClH:1].[CH2:3]1[N:8]([CH2:9][CH2:10][CH2:11][CH2:12][NH:14][C:15]2[CH:20]=[C:19]([O:21][CH3:22])[C:18]([O:23][CH3:24])=[C:17]([O:25][CH3:26])[CH:16]=2)[CH2:7][CH2:6][N:5]2[CH2:27][CH2:28][CH2:29][CH2:30][CH:4]12. (3) The product is: [C:37]([O:36][C:34]([N:23]([C@@H:17]1[CH2:16][C:15]2[CH:14]=[C:13]([O:12][C:10]3[CH:9]=[C:4]([CH:3]=[C:2]([NH:1][C:43]([NH:42][CH3:41])=[O:44])[CH:11]=3)[C:5]([O:7][CH3:8])=[O:6])[CH:22]=[CH:21][C:20]=2[CH2:19][CH2:18]1)[CH2:24][C@@H:25]([C:27]1[CH:32]=[CH:31][CH:30]=[C:29]([Cl:33])[CH:28]=1)[OH:26])=[O:35])([CH3:40])([CH3:39])[CH3:38]. Given the reactants [NH2:1][C:2]1[CH:3]=[C:4]([CH:9]=[C:10]([O:12][C:13]2[CH:22]=[CH:21][C:20]3[CH2:19][CH2:18][C@H:17]([N:23]([C:34]([O:36][C:37]([CH3:40])([CH3:39])[CH3:38])=[O:35])[CH2:24][C@@H:25]([C:27]4[CH:32]=[CH:31][CH:30]=[C:29]([Cl:33])[CH:28]=4)[OH:26])[CH2:16][C:15]=3[CH:14]=2)[CH:11]=1)[C:5]([O:7][CH3:8])=[O:6].[CH3:41][N:42]=[C:43]=[O:44].C(N(CC)C(C)C)(C)C.N, predict the reaction product. (4) Given the reactants [F:1][C:2]1[CH:7]=[CH:6][CH:5]=[C:4]([F:8])[C:3]=1[NH:9][C:10]([C@@H:12]1[CH2:21][C:20]2[C:15](=[CH:16][CH:17]=[CH:18][CH:19]=2)[CH2:14][N:13]1[C:22](=[O:41])[C@@H:23]([NH:27][C:28](=[O:40])[C@@H:29]([N:31](C)[C:32](=O)OC(C)(C)C)[CH3:30])[CH:24]([CH3:26])[CH3:25])=[O:11].C(O)(C(F)(F)F)=O, predict the reaction product. The product is: [F:1][C:2]1[CH:7]=[CH:6][CH:5]=[C:4]([F:8])[C:3]=1[NH:9][C:10]([C@@H:12]1[CH2:21][C:20]2[C:15](=[CH:16][CH:17]=[CH:18][CH:19]=2)[CH2:14][N:13]1[C:22](=[O:41])[C@@H:23]([NH:27][C:28](=[O:40])[C@@H:29]([NH:31][CH3:32])[CH3:30])[CH:24]([CH3:26])[CH3:25])=[O:11]. (5) Given the reactants ClC1C=CC=CC=1C(NC1C=CC(C2SC(CCNS(C(F)(F)F)(=O)=O)=NC=2)=CC=1)=O.[NH2:32][C:33]1[CH:38]=[CH:37][C:36]([C:39]2[S:43][C:42]([CH2:44][NH:45][S:46]([C:49]([F:52])([F:51])[F:50])(=[O:48])=[O:47])=[N:41][CH:40]=2)=[CH:35][CH:34]=1.[F:53][C:54]([F:65])([F:64])[C:55]1[CH:63]=[CH:62][C:58]([C:59](Cl)=[O:60])=[CH:57][CH:56]=1, predict the reaction product. The product is: [F:53][C:54]([F:64])([F:65])[C:55]1[CH:63]=[CH:62][C:58]([C:59]([NH:32][C:33]2[CH:34]=[CH:35][C:36]([C:39]3[S:43][C:42]([CH2:44][NH:45][S:46]([C:49]([F:50])([F:51])[F:52])(=[O:48])=[O:47])=[N:41][CH:40]=3)=[CH:37][CH:38]=2)=[O:60])=[CH:57][CH:56]=1. (6) Given the reactants [Cl:1][C:2]1[CH:7]=[CH:6][CH:5]=[CH:4][C:3]=1[C:8]1[NH:9][C:10]2[C:15]([CH:16]=1)=[CH:14][C:13]([CH:17]1[CH2:22][CH2:21][N:20]([CH2:23][CH2:24][N:25]([CH3:33])[C:26](=[O:32])[O:27][C:28]([CH3:31])([CH3:30])[CH3:29])[CH2:19][CH2:18]1)=[CH:12][CH:11]=2.[B-](F)(F)(F)[F:35].[B-](F)(F)(F)F.C1[N+]2(CCl)CC[N+](F)(CC2)C1, predict the reaction product. The product is: [Cl:1][C:2]1[CH:7]=[CH:6][CH:5]=[CH:4][C:3]=1[C:8]1[NH:9][C:10]2[C:15]([C:16]=1[F:35])=[CH:14][C:13]([CH:17]1[CH2:22][CH2:21][N:20]([CH2:23][CH2:24][N:25]([CH3:33])[C:26](=[O:32])[O:27][C:28]([CH3:29])([CH3:30])[CH3:31])[CH2:19][CH2:18]1)=[CH:12][CH:11]=2. (7) Given the reactants [O:1]1[CH2:5][CH2:4][NH:3][C:2]1=[O:6].[CH2:7]1[CH2:11]O[CH2:9][CH2:8]1, predict the reaction product. The product is: [O:1]1[C:5]2[CH:11]=[CH:7][CH:8]=[CH:9][C:4]=2[NH:3][C:2]1=[O:6]. (8) The product is: [Cl:28][C:29]1[CH:34]=[CH:33][C:32]([Cl:35])=[CH:31][C:30]=1[S:36]([NH:8][C:5]1[CH:6]=[CH:7][C:2]([Cl:1])=[C:3]([C:9]2[O:10][C:11]3[CH:17]=[CH:16][C:15]([C:18]4[CH:23]=[CH:22][C:21]([O:24][CH:25]([CH3:27])[CH3:26])=[CH:20][CH:19]=4)=[CH:14][C:12]=3[N:13]=2)[CH:4]=1)(=[O:38])=[O:37]. Given the reactants [Cl:1][C:2]1[CH:7]=[CH:6][C:5]([NH2:8])=[CH:4][C:3]=1[C:9]1[O:10][C:11]2[CH:17]=[CH:16][C:15]([C:18]3[CH:23]=[CH:22][C:21]([O:24][CH:25]([CH3:27])[CH3:26])=[CH:20][CH:19]=3)=[CH:14][C:12]=2[N:13]=1.[Cl:28][C:29]1[CH:34]=[CH:33][C:32]([Cl:35])=[CH:31][C:30]=1[S:36](Cl)(=[O:38])=[O:37], predict the reaction product. (9) Given the reactants [CH3:1][O:2][CH2:3][CH:4]([CH2:29][O:30][CH3:31])[O:5][C:6]1[CH:7]=[C:8]([O:18][C:19]2[CH:24]=[CH:23][C:22]([S:25]([CH3:28])(=[O:27])=[O:26])=[CH:21][N:20]=2)[CH:9]=[C:10]2[C:14]=1[NH:13][C:12]([C:15](=[S:17])[NH2:16])=[CH:11]2.[C:32]([O:37][CH2:38][CH3:39])(=[O:36])[C:33]#[C:34][CH3:35].C(P(CCCC)CCCC)CCC.O1CCCC1, predict the reaction product. The product is: [CH3:1][O:2][CH2:3][CH:4]([CH2:29][O:30][CH3:31])[O:5][C:6]1[CH:7]=[C:8]([O:18][C:19]2[CH:24]=[CH:23][C:22]([S:25]([CH3:28])(=[O:26])=[O:27])=[CH:21][N:20]=2)[CH:9]=[C:10]2[C:14]=1[NH:13][C:12]([C:15]1[S:17][CH:34]([CH2:33][C:32]([O:37][CH2:38][CH3:39])=[O:36])[CH2:35][N:16]=1)=[CH:11]2.